Task: Binary Classification. Given a drug SMILES string, predict its activity (active/inactive) in a high-throughput screening assay against a specified biological target.. Dataset: Cav3 T-type calcium channel HTS with 100,875 compounds (1) The drug is O=C(N1CCc2c1cccc2)CCC(=O)Nc1ccccc1. The result is 0 (inactive). (2) The drug is o1c(N2CC(CCC2)C(=O)NCc2ccc(cc2)CC)nc2c1cccc2. The result is 0 (inactive). (3) The drug is o1c2c(cc(C(=O)n3nc(cc3)C)c1=O)cc(OC)cc2. The result is 0 (inactive). (4) The compound is s1c2nc3c(CCCC3)c(c2c(N)c1C(=O)Nc1c(cccc1)C)c1occc1. The result is 1 (active). (5) The molecule is O=C1N(C(\C(C1=O)=C(\O)c1cc(OC)ccc1)c1ccncc1)Cc1occc1. The result is 0 (inactive). (6) The drug is o1c2c(c3CCCCc3c1=O)c(OC(=O)c1occc1)cc(c2)C. The result is 0 (inactive). (7) The drug is O=C1N(C(C2C1(CCC=C2)C)c1c(c2c(cc1)cccc2)/C=C\c1ccccc1)Cc1ccccc1. The result is 0 (inactive). (8) The drug is o1c(ccc1[N+]([O-])=O)/C=N\NC(=O)c1ccc(O)cc1. The result is 0 (inactive).